Predict the reactants needed to synthesize the given product. From a dataset of Full USPTO retrosynthesis dataset with 1.9M reactions from patents (1976-2016). (1) Given the product [ClH:21].[C:1]([C:5]1[CH:10]=[C:9]([C:11]2[CH:16]=[CH:15][C:14]([C:17]([F:20])([F:18])[F:19])=[CH:13][C:12]=2[Cl:21])[C:8]([OH:22])=[C:7]([CH2:23][NH:29][C:25]([CH3:28])([CH3:27])[CH3:26])[CH:6]=1)([CH3:4])([CH3:3])[CH3:2], predict the reactants needed to synthesize it. The reactants are: [C:1]([C:5]1[CH:6]=[C:7]([CH:23]=O)[C:8]([OH:22])=[C:9]([C:11]2[CH:16]=[CH:15][C:14]([C:17]([F:20])([F:19])[F:18])=[CH:13][C:12]=2[Cl:21])[CH:10]=1)([CH3:4])([CH3:3])[CH3:2].[C:25]([NH2:29])([CH3:28])([CH3:27])[CH3:26]. (2) Given the product [N:1]1([C:6]2[CH:28]=[CH:27][C:9]([CH2:10][N:11]3[C:20]4[CH:19]=[CH:18][CH:17]=[CH:16][C:15]=4[C:14]4=[N:37][N:36]([CH:32]5[CH2:33][CH2:34][CH2:35][O:30][CH2:31]5)[C:22](=[O:23])[C:13]4=[N:12]3)=[CH:8][CH:7]=2)[CH:5]=[CH:4][CH:3]=[N:2]1, predict the reactants needed to synthesize it. The reactants are: [N:1]1([C:6]2[CH:28]=[CH:27][C:9]([CH2:10][N:11]3[C:20]4[C:15](=[CH:16][CH:17]=[CH:18][CH:19]=4)[C:14](=S)[C:13]([C:22](OCC)=[O:23])=[N:12]3)=[CH:8][CH:7]=2)[CH:5]=[CH:4][CH:3]=[N:2]1.Cl.[O:30]1[CH2:35][CH2:34][CH2:33][CH:32]([NH:36][NH2:37])[CH2:31]1.C(=O)([O-])[O-].[K+].[K+].O. (3) Given the product [CH3:47][O:46][CH:38]1[C@@H:39]2[O:40][C:41]([CH3:45])([CH3:44])[O:42][C@@H:43]2[C@@H:36]([CH2:35][N:8]2[C:9]3[CH:10]=[CH:11][CH:12]=[C:13]4[C:2]([CH3:17])([CH3:1])[CH2:3][CH2:4][N:5]([C:14]=34)[C:6](=[O:16])[C:7]2=[O:15])[O:37]1, predict the reactants needed to synthesize it. The reactants are: [CH3:1][C:2]1([CH3:17])[C:13]2[C:14]3[N:5]([C:6](=[O:16])[C:7](=[O:15])[NH:8][C:9]=3[CH:10]=[CH:11][CH:12]=2)[CH2:4][CH2:3]1.C(=O)([O-])[O-].[Cs+].[Cs+].CC1C=CC(S(O[CH2:35][C@@H:36]2[C@@H:43]3[C@@H:39]([O:40][C:41]([CH3:45])([CH3:44])[O:42]3)[CH:38]([O:46][CH3:47])[O:37]2)(=O)=O)=CC=1.O. (4) Given the product [CH:1](=[C:10]1[CH2:11][CH2:12][CH2:13][C:14](=[CH:1][C:2]2[CH:7]=[CH:6][CH:5]=[CH:4][CH:3]=2)[C:9]1=[O:15])[C:2]1[CH:7]=[CH:6][CH:5]=[CH:4][CH:3]=1, predict the reactants needed to synthesize it. The reactants are: [CH:1](=O)[C:2]1[CH:7]=[CH:6][CH:5]=[CH:4][CH:3]=1.[C:9]1(=[O:15])[CH2:14][CH2:13][CH2:12][CH2:11][CH2:10]1.[OH-].[K+].